This data is from Catalyst prediction with 721,799 reactions and 888 catalyst types from USPTO. The task is: Predict which catalyst facilitates the given reaction. (1) Reactant: Cl[CH:2]([CH3:11])[C:3]([CH2:5][C:6]([O:8][CH2:9][CH3:10])=[O:7])=O.[C:12]([NH2:15])(=[O:14])[CH3:13]. Product: [CH2:2]([C:3]1[N:15]=[C:12]([CH3:13])[O:14][C:5]=1[C:6]([O:8][CH2:9][CH3:10])=[O:7])[CH3:11]. The catalyst class is: 52. (2) Reactant: C(OC(=O)[N:7]([CH:20]1[CH2:23][N:22]([S:24]([C:27]2[CH:32]=[CH:31][C:30]([O:33][CH2:34][CH2:35][CH2:36][CH3:37])=[CH:29][CH:28]=2)(=[O:26])=[O:25])[CH2:21]1)[CH2:8][C@H:9]([OH:19])[CH2:10][O:11][C:12]1[CH:17]=[CH:16][C:15]([OH:18])=[CH:14][CH:13]=1)(C)(C)C.FC(F)(F)C(O)=O. Product: [CH2:34]([O:33][C:30]1[CH:29]=[CH:28][C:27]([S:24]([N:22]2[CH2:21][CH:20]([NH:7][CH2:8][C@H:9]([OH:19])[CH2:10][O:11][C:12]3[CH:13]=[CH:14][C:15]([OH:18])=[CH:16][CH:17]=3)[CH2:23]2)(=[O:25])=[O:26])=[CH:32][CH:31]=1)[CH2:35][CH2:36][CH3:37]. The catalyst class is: 4.